Dataset: Forward reaction prediction with 1.9M reactions from USPTO patents (1976-2016). Task: Predict the product of the given reaction. (1) Given the reactants [OH:1][C:2]1([C:15]2[CH:20]=[CH:19][CH:18]=[CH:17][C:16]=2[C:21]([F:24])([F:23])[F:22])[CH2:7][CH2:6][N:5](C(OC(C)(C)C)=O)[CH2:4][CH2:3]1, predict the reaction product. The product is: [F:24][C:21]([F:22])([F:23])[C:16]1[CH:17]=[CH:18][CH:19]=[CH:20][C:15]=1[C:2]1([OH:1])[CH2:7][CH2:6][NH:5][CH2:4][CH2:3]1. (2) Given the reactants [F:1][C:2]1([F:29])[CH2:6][CH:5]([NH:7]C(=O)OC(C)(C)C)[CH:4]([NH:15][C:16](=[O:28])[C:17]2[CH:22]=[CH:21][CH:20]=[CH:19][C:18]=2[N:23]2[N:27]=[CH:26][CH:25]=[N:24]2)[CH2:3]1.[ClH:30], predict the reaction product. The product is: [ClH:30].[NH2:7][CH:5]1[CH2:6][C:2]([F:29])([F:1])[CH2:3][CH:4]1[NH:15][C:16](=[O:28])[C:17]1[CH:22]=[CH:21][CH:20]=[CH:19][C:18]=1[N:23]1[N:24]=[CH:25][CH:26]=[N:27]1. (3) Given the reactants [NH2:1][C:2]1[CH:3]=[C:4]([CH3:9])[CH:5]=[CH:6][C:7]=1[NH2:8].[S:10](=O)(=[O:13])([OH:12])[OH:11], predict the reaction product. The product is: [NH2:1][C:2]1[C:7]([NH2:8])=[CH:6][C:5]([S:10]([OH:13])(=[O:12])=[O:11])=[C:4]([CH3:9])[CH:3]=1. (4) Given the reactants [F:1][C:2]1[CH:11]=[C:10]([C:12]2[N:16]=[C:15]([C:17]3[CH:22]=[CH:21][C:20]([C:23]4[CH:28]=[CH:27][CH:26]=[CH:25][C:24]=4[CH3:29])=[C:19]([CH2:30][O:31]S(C)(=O)=O)[CH:18]=3)[O:14][N:13]=2)[CH:9]=[CH:8][C:3]=1[C:4]([O:6]C)=[O:5].[OH-].[Na+].Cl.[CH:39]1([CH2:42]O)[CH2:41][CH2:40]1, predict the reaction product. The product is: [CH:39]1([CH2:42][O:31][CH2:30][C:19]2[CH:18]=[C:17]([C:15]3[O:14][N:13]=[C:12]([C:10]4[CH:9]=[CH:8][C:3]([C:4]([OH:6])=[O:5])=[C:2]([F:1])[CH:11]=4)[N:16]=3)[CH:22]=[CH:21][C:20]=2[C:23]2[CH:28]=[CH:27][CH:26]=[CH:25][C:24]=2[CH3:29])[CH2:41][CH2:40]1. (5) Given the reactants [C:1](/[CH:3]=[CH:4]/[S:5]([C:8]1[CH:13]=[CH:12][C:11]([C:14]([CH3:19])([CH3:18])[C:15]([OH:17])=O)=[CH:10][CH:9]=1)(=[O:7])=[O:6])#[N:2].[CH:20]1([C:26]([NH:28][NH2:29])=[O:27])[CH2:25][CH2:24][CH2:23][CH2:22][CH2:21]1.Cl.CN(C)CCCN=C=NCC.ON1C2C=CC=CC=2N=N1, predict the reaction product. The product is: [C:1](/[CH:3]=[CH:4]/[S:5]([C:8]1[CH:9]=[CH:10][C:11]([C:14]([CH3:19])([CH3:18])[C:15]([NH:29][NH:28][C:26]([CH:20]2[CH2:25][CH2:24][CH2:23][CH2:22][CH2:21]2)=[O:27])=[O:17])=[CH:12][CH:13]=1)(=[O:6])=[O:7])#[N:2]. (6) Given the reactants [N+:1]([C:4]1[CH:12]=[CH:11][C:7]([C:8](Cl)=[O:9])=[CH:6][CH:5]=1)([O-:3])=[O:2].[CH2:13]([O:20][C:21](=[O:66])[CH2:22][C:23]1([CH2:55][C:56](=[O:65])[O:57][CH2:58][C:59]2[CH:64]=[CH:63][CH:62]=[CH:61][CH:60]=2)[O:27][N:26]=[C:25]([C:28]2[CH:33]=[C:32]([OH:34])[CH:31]=[CH:30][C:29]=2[CH2:35][CH2:36][C:37]([N:39]2[CH2:44][CH2:43][CH:42]([C:45]([O:47][CH2:48][C:49]3[CH:54]=[CH:53][CH:52]=[CH:51][CH:50]=3)=[O:46])[CH2:41][CH2:40]2)=[O:38])[CH2:24]1)[C:14]1[CH:19]=[CH:18][CH:17]=[CH:16][CH:15]=1.C(OCC)(=O)C.Cl, predict the reaction product. The product is: [CH2:58]([O:57][C:56](=[O:65])[CH2:55][C:23]1([CH2:22][C:21](=[O:66])[O:20][CH2:13][C:14]2[CH:15]=[CH:16][CH:17]=[CH:18][CH:19]=2)[O:27][N:26]=[C:25]([C:28]2[CH:33]=[C:32]([O:34][C:8](=[O:9])[C:7]3[CH:6]=[CH:5][C:4]([N+:1]([O-:3])=[O:2])=[CH:12][CH:11]=3)[CH:31]=[CH:30][C:29]=2[CH2:35][CH2:36][C:37]([N:39]2[CH2:44][CH2:43][CH:42]([C:45]([O:47][CH2:48][C:49]3[CH:50]=[CH:51][CH:52]=[CH:53][CH:54]=3)=[O:46])[CH2:41][CH2:40]2)=[O:38])[CH2:24]1)[C:59]1[CH:60]=[CH:61][CH:62]=[CH:63][CH:64]=1. (7) Given the reactants [CH2:1]([N:8]([CH2:42][CH:43]([O:47][CH2:48][CH3:49])[O:44][CH2:45][CH3:46])[C:9](=[O:41])[C@@H:10]([NH:23]C(=O)OCC1C2C=CC=CC=2C2C1=CC=CC=2)[CH2:11][C:12]1[CH:17]=[CH:16][C:15]([O:18][C:19]([CH3:22])([CH3:21])[CH3:20])=[CH:14][CH:13]=1)[C:2]1[CH:7]=[CH:6][CH:5]=[CH:4][CH:3]=1.N1CCCCC1, predict the reaction product. The product is: [NH2:23][C@@H:10]([CH2:11][C:12]1[CH:13]=[CH:14][C:15]([O:18][C:19]([CH3:21])([CH3:20])[CH3:22])=[CH:16][CH:17]=1)[C:9]([N:8]([CH2:1][C:2]1[CH:3]=[CH:4][CH:5]=[CH:6][CH:7]=1)[CH2:42][CH:43]([O:47][CH2:48][CH3:49])[O:44][CH2:45][CH3:46])=[O:41]. (8) The product is: [Cl:1][C:2]1[CH:3]=[C:4]([CH:26]=[CH:27][C:28]=1[Cl:29])[CH2:5][O:6][C:7]1[CH:8]=[C:9]([C@@H:13]2[O:25][C:23]3[CH:22]=[CH:21][C:18]([C:19]#[N:20])=[CH:17][C:16]=3[O:15][CH2:14]2)[CH:10]=[CH:11][CH:12]=1. Given the reactants [Cl:1][C:2]1[CH:3]=[C:4]([CH:26]=[CH:27][C:28]=1[Cl:29])[CH2:5][O:6][C:7]1[CH:8]=[C:9]([C@H:13]([OH:25])[CH2:14][O:15][C:16]2[CH:17]=[C:18]([CH:21]=[CH:22][C:23]=2F)[C:19]#[N:20])[CH:10]=[CH:11][CH:12]=1.[H-].[Na+], predict the reaction product. (9) Given the reactants N[CH:2]1[CH2:7][CH2:6][N:5]([C:8]([O:10][CH2:11][CH3:12])=[O:9])[CH2:4][CH2:3]1.C([N:15](CC)CC)C.[C:20]([S:24](Cl)=[O:25])([CH3:23])([CH3:22])[CH3:21], predict the reaction product. The product is: [C:20]([S:24]([CH:2]1[CH2:7][CH2:6][N:5]([C:8]([O:10][CH2:11][CH3:12])=[O:9])[CH:4]([NH2:15])[CH2:3]1)=[O:25])([CH3:23])([CH3:22])[CH3:21].